Dataset: Forward reaction prediction with 1.9M reactions from USPTO patents (1976-2016). Task: Predict the product of the given reaction. (1) Given the reactants [F:1][C:2]1[CH:10]=[CH:9][C:8]([N+:11]([O-:13])=[O:12])=[CH:7][C:3]=1[C:4]([OH:6])=[O:5].S(=O)(=O)(O)O.[CH3:19]O, predict the reaction product. The product is: [F:1][C:2]1[CH:10]=[CH:9][C:8]([N+:11]([O-:13])=[O:12])=[CH:7][C:3]=1[C:4]([O:6][CH3:19])=[O:5]. (2) The product is: [CH3:28][N:27]1[C:2]2[CH2:7][CH2:6][N:5]([S:8]([C:11]3[CH:12]=[CH:13][C:14]([CH3:17])=[CH:15][CH:16]=3)(=[O:9])=[O:10])[CH2:4][C:3]=2[CH:18]=[C:29]1[C:30]([O:32][CH2:33][CH3:34])=[O:31]. Given the reactants Cl[C:2]1[CH2:7][CH2:6][N:5]([S:8]([C:11]2[CH:16]=[CH:15][C:14]([CH3:17])=[CH:13][CH:12]=2)(=[O:10])=[O:9])[CH2:4][C:3]=1[CH:18]=O.C([O-])([O-])=O.[Na+].[Na+].Cl.[NH:27]([CH2:29][C:30]([OH:32])=[O:31])[CH3:28].[C:33](O[K])(C)(C)[CH3:34], predict the reaction product. (3) Given the reactants [SH:1][C:2]1[CH:7]=[CH:6][CH:5]=[CH:4][N:3]=1.[F:8][C:9]1[CH:17]=[CH:16][C:12]([C:13](Cl)=[O:14])=[CH:11][N:10]=1, predict the reaction product. The product is: [F:8][C:9]1[N:10]=[CH:11][C:12]([C:13](=[O:14])[S:1][C:2]2[CH:7]=[CH:6][CH:5]=[CH:4][N:3]=2)=[CH:16][CH:17]=1. (4) The product is: [CH2:1]([N:8]1[CH2:9][CH2:10][CH:11]([N:14]2[CH2:15][C:16]3[C:17](=[CH:18][CH:19]=[CH:20][C:21]=3[Cl:22])[NH:23][C:29]2=[O:30])[CH2:12][CH2:13]1)[C:2]1[CH:7]=[CH:6][CH:5]=[CH:4][CH:3]=1. Given the reactants [CH2:1]([N:8]1[CH2:13][CH2:12][CH:11]([NH:14][CH2:15][C:16]2[C:21]([Cl:22])=[CH:20][CH:19]=[CH:18][C:17]=2[NH3+:23])[CH2:10][CH2:9]1)[C:2]1[CH:7]=[CH:6][CH:5]=[CH:4][CH:3]=1.C1N=CN([C:29](N2C=NC=C2)=[O:30])C=1.O.C(OC)(C)(C)C, predict the reaction product.